Task: Binary Classification. Given a drug SMILES string, predict its activity (active/inactive) in a high-throughput screening assay against a specified biological target.. Dataset: Cav3 T-type calcium channel HTS with 100,875 compounds (1) The molecule is o1c(C(/N=O)=C(/NO)C)ccc1C. The result is 0 (inactive). (2) The molecule is O(C(=O)N1CCN(CC1)Cc1nc(Nc2c(cccc2)C)nc(n1)N)CC. The result is 0 (inactive). (3) The drug is O=C(N)C1CN(CCC1)CC(c1ccccc1)C. The result is 0 (inactive). (4) The compound is o1c2c(nc1c1cc(N)ccc1)ccc(c2)C. The result is 0 (inactive). (5) The compound is S(CC(=O)N1C(CCCC1)CC)c1nc2n([nH]cc2c(=O)n1)c1ccc(cc1)C. The result is 0 (inactive). (6) The molecule is S(CC(=O)c1c(n(CC(C)C)c(=O)n(c1=O)C)N)c1n(c2c(n1)cccc2)C. The result is 0 (inactive). (7) The molecule is s1c(N2CCOCC2)nc(c1)CC(=O)N\N=C(\c1ccccc1)C. The result is 0 (inactive).